This data is from Forward reaction prediction with 1.9M reactions from USPTO patents (1976-2016). The task is: Predict the product of the given reaction. Given the reactants P(Cl)(Cl)(Cl)=O.[F:6][C:7]([F:19])([F:18])[C:8]1[CH:13]=[CH:12][C:11]([CH2:14][C:15]([OH:17])=O)=[CH:10][CH:9]=1.C(=O)([O-])[O-].[K+].[K+].[OH-].[Na+].[CH3:28][N:29]([CH3:32])[CH:30]=O, predict the reaction product. The product is: [CH3:28][N:29]([CH3:32])[CH:30]=[C:14]([C:11]1[CH:10]=[CH:9][C:8]([C:7]([F:6])([F:19])[F:18])=[CH:13][CH:12]=1)[CH:15]=[O:17].